Dataset: Peptide-MHC class II binding affinity with 134,281 pairs from IEDB. Task: Regression. Given a peptide amino acid sequence and an MHC pseudo amino acid sequence, predict their binding affinity value. This is MHC class II binding data. (1) The peptide sequence is KSYVLEGTLTAEK. The MHC is DRB1_0401 with pseudo-sequence DRB1_0401. The binding affinity (normalized) is 0.586. (2) The peptide sequence is LERLQRKHGGMLVRNPL. The MHC is DRB3_0101 with pseudo-sequence DRB3_0101. The binding affinity (normalized) is 0.132. (3) The peptide sequence is LQGPFNFRFLTEKGMKNVFDDVVPEKYTIG. The MHC is DRB1_1001 with pseudo-sequence DRB1_1001. The binding affinity (normalized) is 0.807.